This data is from Full USPTO retrosynthesis dataset with 1.9M reactions from patents (1976-2016). The task is: Predict the reactants needed to synthesize the given product. (1) Given the product [CH2:14]([C@@H:9]1[CH2:10][O:11][CH2:12][CH2:13][N:8]1[C:6]1[N:5]=[C:4]([NH:16][CH3:17])[N:3]=[C:2]([C:23]2[CH:24]=[CH:25][C:20]([C:18]#[N:19])=[C:21]([F:29])[CH:22]=2)[CH:7]=1)[CH3:15], predict the reactants needed to synthesize it. The reactants are: Cl[C:2]1[CH:7]=[C:6]([N:8]2[CH2:13][CH2:12][O:11][CH2:10][C@H:9]2[CH2:14][CH3:15])[N:5]=[C:4]([NH:16][CH3:17])[N:3]=1.[C:18]([C:20]1[CH:25]=[CH:24][C:23](B(O)O)=[CH:22][C:21]=1[F:29])#[N:19].C(Cl)Cl.C([O-])([O-])=O.[K+].[K+]. (2) The reactants are: [F:1][C:2]1[CH:7]=[CH:6][C:5]([S:8]([N:11]([CH2:13][C:14]([OH:16])=O)[CH3:12])(=[O:10])=[O:9])=[CH:4][CH:3]=1.[F:17][C:18]([F:34])([F:33])[C:19]1[CH:24]=[CH:23][C:22]([C:25]2[N:30]=[CH:29][N:28]=[C:27]([CH2:31][NH2:32])[CH:26]=2)=[CH:21][CH:20]=1.O.N1(O)C2C=CC=CC=2N=N1.C(N(CC)CC)C.Cl.CN(C)CCCN=C=NCC. Given the product [F:1][C:2]1[CH:3]=[CH:4][C:5]([S:8]([N:11]([CH3:12])[CH2:13][C:14]([NH:32][CH2:31][C:27]2[CH:26]=[C:25]([C:22]3[CH:21]=[CH:20][C:19]([C:18]([F:34])([F:33])[F:17])=[CH:24][CH:23]=3)[N:30]=[CH:29][N:28]=2)=[O:16])(=[O:9])=[O:10])=[CH:6][CH:7]=1, predict the reactants needed to synthesize it.